Task: Predict the reaction yield, written as a fraction of the theoretical maximum amount of product (1.0 means a 100% yield; for example, 0.34 means a 34% yield).. Dataset: Reaction yield outcomes from USPTO patents with 853,638 reactions (1) The reactants are [C:1]([O:5][C:6](=[O:23])[NH:7][C:8]1[C:9]([CH3:22])=[C:10]([Br:21])[C:11]2[O:15][C:14]([CH3:17])([CH3:16])[C:13](=[O:18])[C:12]=2[C:19]=1[CH3:20])([CH3:4])([CH3:3])[CH3:2]. The catalyst is C(OCC)(=O)C.CCCCCC. The product is [C:1]([O:5][C:6](=[O:23])[NH:7][C:8]1[C:9]([CH3:22])=[C:10]([Br:21])[C:11]2[O:15][C:14]([CH3:16])([CH3:17])[CH:13]([OH:18])[C:12]=2[C:19]=1[CH3:20])([CH3:3])([CH3:2])[CH3:4]. The yield is 0.980. (2) The reactants are [N:1]1([C:6]([N:8]2[CH:12]=[CH:11][N:10]=[CH:9]2)=[O:7])[CH:5]=[CH:4]N=C1.[CH3:13][C:14]1[CH:19]=[CH:18][C:17]([C:20]2[O:21][CH:22]=[CH:23][N:24]=2)=[CH:16][C:15]=1[C:25]1[CH:30]=CC(N)=[CH:27][CH:26]=1.[CH3:32][CH2:33]OC(C)=O.CN1CCNCC1. The catalyst is C(Cl)Cl.C(Cl)Cl.CO. The product is [CH3:13][C:14]1[CH:19]=[CH:18][C:17]([C:20]2[O:21][CH:22]=[CH:23][N:24]=2)=[CH:16][C:15]=1[C:25]1[CH:30]=[CH:4][C:5]([NH:1][C:6]([N:8]2[CH2:12][CH2:11][N:10]([CH3:9])[CH2:33][CH2:32]2)=[O:7])=[CH:27][CH:26]=1. The yield is 0.380. (3) The reactants are CB1OB(C)OB(C)O1.[NH2:10][C:11]1[CH:15]=[C:14](Cl)[N:13]([C:17]2[CH:22]=[CH:21][C:20]([C:23]3[CH:27]=[CH:26][S:25][CH:24]=3)=[CH:19][CH:18]=2)[C:12]=1[C:28]([O:30][CH2:31][CH3:32])=[O:29].[CH3:33]C(OC1C=CC=C(OC(C)C)C=1C1C=CC=CC=1P(C1CCCCC1)C1CCCCC1)C.C(=O)([O-])[O-].[Cs+].[Cs+]. The catalyst is C(O)C.C([O-])(=O)C.[Pd+2].C([O-])(=O)C. The product is [NH2:10][C:11]1[CH:15]=[C:14]([CH3:33])[N:13]([C:17]2[CH:22]=[CH:21][C:20]([C:23]3[CH:27]=[CH:26][S:25][CH:24]=3)=[CH:19][CH:18]=2)[C:12]=1[C:28]([O:30][CH2:31][CH3:32])=[O:29]. The yield is 0.910. (4) The reactants are [Br:1][C:2]1[CH:3]=[C:4]([NH:13][CH:14]2[CH2:19][CH2:18][O:17][CH2:16][CH2:15]2)[C:5]([CH3:12])=[C:6]([CH:11]=1)[C:7]([O:9][CH3:10])=[O:8].[BH4-].[Na+].[OH-].[Na+].Cl.[F:25][CH:26]([F:30])[C:27](O)=O. No catalyst specified. The product is [Br:1][C:2]1[CH:3]=[C:4]([N:13]([CH2:27][CH:26]([F:30])[F:25])[CH:14]2[CH2:19][CH2:18][O:17][CH2:16][CH2:15]2)[C:5]([CH3:12])=[C:6]([CH:11]=1)[C:7]([O:9][CH3:10])=[O:8]. The yield is 0.960. (5) The reactants are [CH2:1]([N:8]1[CH:12]=[CH:11][CH:10]=[CH:9]1)[C:2]1[CH:7]=[CH:6][CH:5]=[CH:4][CH:3]=1.[Cl:13][C:14]1[N:19]=[C:18](Cl)[N:17]=[C:16]([Cl:21])[N:15]=1. The catalyst is C1(C)C(C)=CC=CC=1. The product is [CH2:1]([N:8]1[CH:12]=[CH:11][CH:10]=[C:9]1[C:18]1[N:17]=[C:16]([Cl:21])[N:15]=[C:14]([Cl:13])[N:19]=1)[C:2]1[CH:7]=[CH:6][CH:5]=[CH:4][CH:3]=1. The yield is 0.860.